The task is: Predict the product of the given reaction.. This data is from Forward reaction prediction with 1.9M reactions from USPTO patents (1976-2016). (1) Given the reactants [C:1]1([C:7]#[CH:8])[CH:6]=[CH:5][CH:4]=[CH:3][CH:2]=1.C(NC(C)C)(C)C.I[C:17]1[CH:22]=[CH:21][C:20]([O:23][C:24](=[O:33])[N:25]([CH3:32])[C:26]2[CH:31]=[CH:30][CH:29]=[CH:28][CH:27]=2)=[CH:19][CH:18]=1, predict the reaction product. The product is: [C:1]1([C:7]#[C:8][C:17]2[CH:18]=[CH:19][C:20]([O:23][C:24](=[O:33])[N:25]([CH3:32])[C:26]3[CH:31]=[CH:30][CH:29]=[CH:28][CH:27]=3)=[CH:21][CH:22]=2)[CH:6]=[CH:5][CH:4]=[CH:3][CH:2]=1. (2) Given the reactants CN([CH:4]=[C:5]1[C:11](=O)[C:10]2[CH:13]=[C:14]([F:17])[CH:15]=[CH:16][C:9]=2[NH:8][C:7](=[O:18])[CH2:6]1)C.Cl.[CH3:20][C:21]([CH3:26])([CH3:25])[C:22]([NH2:24])=[NH:23], predict the reaction product. The product is: [CH3:20][C:21]([C:22]1[N:23]=[CH:4][C:5]2[CH2:6][C:7](=[O:18])[NH:8][C:9]3[CH:16]=[CH:15][C:14]([F:17])=[CH:13][C:10]=3[C:11]=2[N:24]=1)([CH3:26])[CH3:25]. (3) Given the reactants [N+:1]([C:4]1[CH:5]=[C:6]2[C:10](=[CH:11][CH:12]=1)[NH:9][CH:8]=[C:7]2[C:13]1[CH2:18][CH2:17][N:16]([C:19]([O:21][C:22]([CH3:25])([CH3:24])[CH3:23])=[O:20])[CH2:15][CH:14]=1)([O-:3])=[O:2].[H-].[Na+].CI.[C:30](OCC)(=O)C, predict the reaction product. The product is: [CH3:30][N:9]1[C:10]2[C:6](=[CH:5][C:4]([N+:1]([O-:3])=[O:2])=[CH:12][CH:11]=2)[C:7]([C:13]2[CH2:18][CH2:17][N:16]([C:19]([O:21][C:22]([CH3:25])([CH3:24])[CH3:23])=[O:20])[CH2:15][CH:14]=2)=[CH:8]1. (4) Given the reactants C(=O)([O-])[O-].[K+].[K+].[O:7]1[C:11]2[C:12]([OH:16])=[CH:13][CH:14]=[CH:15][C:10]=2[CH:9]=[CH:8]1.CS(O[CH:22]1[CH2:25][N:24]([CH:26]([C:33]2[CH:38]=[CH:37][CH:36]=[CH:35][CH:34]=2)[C:27]2[CH:32]=[CH:31][CH:30]=[CH:29][CH:28]=2)[CH2:23]1)(=O)=O.C(OCC)(=O)C, predict the reaction product. The product is: [CH:26]([N:24]1[CH2:25][CH:22]([O:16][C:12]2[C:11]3[O:7][CH:8]=[CH:9][C:10]=3[CH:15]=[CH:14][CH:13]=2)[CH2:23]1)([C:33]1[CH:34]=[CH:35][CH:36]=[CH:37][CH:38]=1)[C:27]1[CH:28]=[CH:29][CH:30]=[CH:31][CH:32]=1. (5) Given the reactants O=[C:2]1[CH2:7][CH2:6][CH:5]([N:8]2[CH2:13][CH2:12][C:11]3([O:18][C:17](=[O:19])[NH:16][C:15]4[CH:20]=[CH:21][CH:22]=[CH:23][C:14]3=4)[CH2:10][CH2:9]2)[CH2:4][CH2:3]1.Cl.[CH2:25]([O:27][NH2:28])[CH3:26], predict the reaction product. The product is: [CH2:25]([O:27][N:28]=[C:2]1[CH2:3][CH2:4][CH:5]([N:8]2[CH2:13][CH2:12][C:11]3([O:18][C:17](=[O:19])[NH:16][C:15]4[CH:20]=[CH:21][CH:22]=[CH:23][C:14]3=4)[CH2:10][CH2:9]2)[CH2:6][CH2:7]1)[CH3:26]. (6) Given the reactants [CH:1]1([N:5]2[CH2:10][CH2:9][N:8]([C:11]([C:13]3[CH:14]=[C:15]4[C:19](=[CH:20][CH:21]=3)[NH:18][C:17]([C:22]([N:24]3[CH2:29][CH2:28][C:27]([F:31])([F:30])[CH2:26][CH2:25]3)=[O:23])=[CH:16]4)=[O:12])[CH2:7][CH2:6]2)[CH2:4][CH2:3][CH2:2]1.[H-].[Na+].CS(O[CH2:39][C:40]([F:43])([F:42])[F:41])(=O)=O, predict the reaction product. The product is: [CH:1]1([N:5]2[CH2:6][CH2:7][N:8]([C:11]([C:13]3[CH:14]=[C:15]4[C:19](=[CH:20][CH:21]=3)[N:18]([CH2:39][C:40]([F:43])([F:42])[F:41])[C:17]([C:22]([N:24]3[CH2:25][CH2:26][C:27]([F:30])([F:31])[CH2:28][CH2:29]3)=[O:23])=[CH:16]4)=[O:12])[CH2:9][CH2:10]2)[CH2:2][CH2:3][CH2:4]1. (7) Given the reactants I.[C:2](=[NH:6])(SC)[CH3:3].[NH:7]([C:9]1[CH:18]=[CH:17][C:12]([C:13]([O:15][CH3:16])=[O:14])=[CH:11][C:10]=1[O:19][CH3:20])[NH2:8].[CH3:21]O, predict the reaction product. The product is: [CH3:20][O:19][C:10]1[CH:11]=[C:12]([CH:17]=[CH:18][C:9]=1[N:7]1[CH:21]=[N:6][C:2]([CH3:3])=[N:8]1)[C:13]([O:15][CH3:16])=[O:14].